Dataset: Full USPTO retrosynthesis dataset with 1.9M reactions from patents (1976-2016). Task: Predict the reactants needed to synthesize the given product. (1) Given the product [C:1]([O:4][CH:5]=[CH2:6])(=[O:3])[CH3:2].[CH:7]([O:9][CH2:10][CH:11]([CH2:16][CH3:17])[CH2:12][CH2:13][CH2:14][CH3:15])=[CH2:8], predict the reactants needed to synthesize it. The reactants are: [C:1]([O:4][CH:5]=[CH2:6])(=[O:3])[CH3:2].[CH:7]([O:9][CH2:10][CH:11]([CH2:16][CH3:17])[CH2:12][CH2:13][CH2:14][CH3:15])=[CH2:8].CC(N=NC(C#N)(C)C)(C#N)C. (2) Given the product [CH3:36][C:26]1([CH3:37])[CH2:25][CH2:24][C:23]([CH3:38])([CH3:39])[C:22]2[CH:21]=[C:20]([CH2:19][CH2:18][C:15]3[CH:16]=[CH:17][C:12]([O:11][C:3]4[CH:2]=[CH:10][CH:9]=[CH:8][C:4]=4[C:5]([OH:7])=[O:6])=[CH:13][CH:14]=3)[C:29]([CH2:30][N:31]3[CH:35]=[CH:34][CH:33]=[N:32]3)=[CH:28][C:27]1=2, predict the reactants needed to synthesize it. The reactants are: C[C:2]1[C:3]([O:11][C:12]2[CH:17]=[CH:16][C:15]([CH2:18][CH2:19][C:20]3[C:29]([CH2:30][N:31]4[CH:35]=[CH:34][CH:33]=[N:32]4)=[CH:28][C:27]4[C:26]([CH3:37])([CH3:36])[CH2:25][CH2:24][C:23]([CH3:39])([CH3:38])[C:22]=4[CH:21]=3)=[CH:14][CH:13]=2)=[C:4]([CH:8]=[CH:9][CH:10]=1)[C:5]([O-:7])=[O:6].Cl. (3) Given the product [CH2:28]([NH:32][C:25]([CH:23]1[CH2:22][C:21]([C:7]2[CH:18]=[CH:17][C:10]([CH2:11][N:12]3[CH2:16][CH2:15][CH2:14][CH2:13]3)=[C:9]([F:19])[CH:8]=2)([OH:20])[CH2:24]1)=[O:27])[CH:29]([CH3:31])[CH3:30], predict the reactants needed to synthesize it. The reactants are: [Li]CCCC.Br[C:7]1[CH:18]=[CH:17][C:10]([CH2:11][N:12]2[CH2:16][CH2:15][CH2:14][CH2:13]2)=[C:9]([F:19])[CH:8]=1.[O:20]=[C:21]1[CH2:24][CH:23]([C:25]([OH:27])=O)[CH2:22]1.[CH2:28]([NH2:32])[CH:29]([CH3:31])[CH3:30].C(P1(=O)OP(CCC)(=O)OP(CCC)(=O)O1)CC. (4) Given the product [CH3:28][C:27]([CH3:30])([CH3:29])[CH2:26][CH2:25][N:22]1[CH2:21][CH2:20][N:19]([CH2:18][CH2:17][CH2:16][CH2:15][O:14][C:11]2[CH:12]=[CH:13][C:8]([C:7]([OH:32])=[O:6])=[CH:9][C:10]=2[F:31])[CH2:24][CH2:23]1, predict the reactants needed to synthesize it. The reactants are: [OH-].[Na+].O.C([O:6][C:7](=[O:32])[C:8]1[CH:13]=[CH:12][C:11]([O:14][CH2:15][CH2:16][CH2:17][CH2:18][N:19]2[CH2:24][CH2:23][N:22]([CH2:25][CH2:26][C:27]([CH3:30])([CH3:29])[CH3:28])[CH2:21][CH2:20]2)=[C:10]([F:31])[CH:9]=1)C. (5) The reactants are: ClC1C=CC2C(=CC([O:18][S:19]([N:21]3[CH2:26][CH2:25][N:24]([CH2:27][C:28]4[CH:33]=[CH:32][C:31]([C:34]#[N:35])=[CH:30][CH:29]=4)[C:23](=[O:36])[CH2:22]3)=[O:20])(C(OC(C)(C)C)=O)N=2)C=1.[ClH:37].[NH:38]1[CH2:41][CH2:40][CH2:39]1.C([N:44]([CH2:47][CH3:48])[CH2:45][CH3:46])C. Given the product [N:38]1([N:35]=[CH:34][C:31]2[CH:30]=[CH:29][C:28]([CH2:27][N:24]3[CH2:25][CH2:26][N:21]([S:19]([C:47]4[NH:44][C:45]5[C:46]([CH:48]=4)=[CH:30][C:29]([Cl:37])=[CH:28][CH:27]=5)(=[O:18])=[O:20])[CH2:22][C:23]3=[O:36])=[CH:33][CH:32]=2)[CH2:41][CH2:40][CH2:39]1, predict the reactants needed to synthesize it. (6) Given the product [C:1]([C:5]1[CH:6]=[C:7]([C:15]2[N:19]([C:20]3[CH:21]=[CH:22][C:23]([C:26]([N:28]4[CH2:29][CH2:30][N:31]([CH3:34])[CH2:32][CH2:33]4)=[O:27])=[CH:24][CH:25]=3)[N:18]=[C:17]([C:35]3[CH:44]=[CH:43][C:38]([C:39]([OH:41])=[O:40])=[CH:37][CH:36]=3)[CH:16]=2)[CH:8]=[C:9]([S:11][CH:12]([CH3:14])[CH3:13])[CH:10]=1)([CH3:3])([CH3:4])[CH3:2], predict the reactants needed to synthesize it. The reactants are: [C:1]([C:5]1[CH:6]=[C:7]([C:15]2[N:19]([C:20]3[CH:25]=[CH:24][C:23]([C:26]([N:28]4[CH2:33][CH2:32][N:31]([CH3:34])[CH2:30][CH2:29]4)=[O:27])=[CH:22][CH:21]=3)[N:18]=[C:17]([C:35]3[CH:44]=[CH:43][C:38]([C:39]([O:41]C)=[O:40])=[CH:37][CH:36]=3)[CH:16]=2)[CH:8]=[C:9]([S:11][CH:12]([CH3:14])[CH3:13])[CH:10]=1)([CH3:4])([CH3:3])[CH3:2].[OH-].[Li+].Cl.